Dataset: Full USPTO retrosynthesis dataset with 1.9M reactions from patents (1976-2016). Task: Predict the reactants needed to synthesize the given product. (1) Given the product [CH2:22]([NH:25][C:26](=[O:38])[O:27][C:28]1[C:29]([CH3:37])=[CH:30][C:31]([CH2:35][NH:21][C:19]2[CH:18]=[CH:17][N:16]=[C:15]([C:13]3[O:12][N:11]=[C:10]([C:4]4[C:3]([Cl:2])=[CH:8][CH:7]=[CH:6][C:5]=4[Cl:9])[CH:14]=3)[CH:20]=2)=[CH:32][C:33]=1[CH3:34])[CH2:23][CH3:24], predict the reactants needed to synthesize it. The reactants are: Cl.[Cl:2][C:3]1[CH:8]=[CH:7][CH:6]=[C:5]([Cl:9])[C:4]=1[C:10]1[CH:14]=[C:13]([C:15]2[CH:20]=[C:19]([NH2:21])[CH:18]=[CH:17][N:16]=2)[O:12][N:11]=1.[CH2:22]([NH:25][C:26](=[O:38])[O:27][C:28]1[C:33]([CH3:34])=[CH:32][C:31]([CH:35]=O)=[CH:30][C:29]=1[CH3:37])[CH2:23][CH3:24].C(O[BH-](OC(=O)C)OC(=O)C)(=O)C.[Na+].C(O)(=O)C. (2) Given the product [Br:1][C:2]1[CH:3]=[CH:4][C:5]2[O:9][C:8]3([C:15]4[C:16](=[N:17][CH:18]=[CH:19][CH:20]=4)[NH:21][C:10]3=[O:11])[C:7](=[O:24])[C:6]=2[CH:25]=1, predict the reactants needed to synthesize it. The reactants are: [Br:1][C:2]1[CH:3]=[CH:4][C:5]2[O:9][C:8]([C:15]3[C:16]([N+:21]([O-])=O)=[N:17][CH:18]=[CH:19][CH:20]=3)([C:10](OCC)=[O:11])[C:7](=[O:24])[C:6]=2[CH:25]=1. (3) Given the product [Br:14][C:15]1[CH:16]=[C:17]2[C:23]([C:5]3[CH:6]=[C:7]([CH3:8])[C:2]([F:1])=[CH:3][C:4]=3[O:12][CH3:13])=[CH:22][N:21]([S:25]([C:28]3[CH:34]=[CH:33][C:31]([CH3:32])=[CH:30][CH:29]=3)(=[O:26])=[O:27])[C:18]2=[N:19][CH:20]=1, predict the reactants needed to synthesize it. The reactants are: [F:1][C:2]1[C:7]([CH3:8])=[CH:6][C:5](B(O)O)=[C:4]([O:12][CH3:13])[CH:3]=1.[Br:14][C:15]1[CH:16]=[C:17]2[C:23](I)=[CH:22][N:21]([S:25]([C:28]3[CH:34]=[CH:33][C:31]([CH3:32])=[CH:30][CH:29]=3)(=[O:27])=[O:26])[C:18]2=[N:19][CH:20]=1.C(=O)([O-])[O-].[Cs+].[Cs+]. (4) Given the product [CH2:1]([C:5]12[CH2:18][CH2:17][C:16](=[O:19])[CH:15]=[C:14]1[C:13]1[C:8](=[CH:9][C:10]([OH:20])=[CH:11][CH:12]=1)[CH2:7][CH2:6]2)[CH2:2][CH2:3][CH3:4], predict the reactants needed to synthesize it. The reactants are: [CH2:1]([C:5]12[CH2:18][CH2:17][C:16](=[O:19])[CH:15]=[C:14]1[C:13]1[C:8](=[CH:9][C:10]([O:20]C)=[CH:11][CH:12]=1)[CH2:7][CH2:6]2)[CH2:2][CH2:3][CH3:4].B(Br)(Br)Br. (5) The reactants are: [C:9](O[C:9]([O:11][C:12]([CH3:15])([CH3:14])[CH3:13])=[O:10])([O:11][C:12]([CH3:15])([CH3:14])[CH3:13])=[O:10].C(=O)(O)[O-].[Na+].Cl.[NH2:22][C@@H:23]([CH2:27][CH:28]([S:33][S:34][C:35]([CH3:38])([CH3:37])[CH3:36])[CH2:29][N:30]=[N+:31]=[N-:32])[C:24]([OH:26])=[O:25].O. Given the product [N:30]([CH2:29][CH:28]([S:33][S:34][C:35]([CH3:38])([CH3:37])[CH3:36])[CH2:27][C@H:23]([NH:22][C:9]([O:11][C:12]([CH3:13])([CH3:14])[CH3:15])=[O:10])[C:24]([OH:26])=[O:25])=[N+:31]=[N-:32], predict the reactants needed to synthesize it. (6) Given the product [Cl:1][C:2]1[CH:3]=[C:4]([NH:10][C:11]2[CH:20]=[CH:19][C:14]([CH2:15][OH:16])=[CH:13][N:12]=2)[C:5](=[O:9])[N:6]([CH3:8])[N:7]=1, predict the reactants needed to synthesize it. The reactants are: [Cl:1][C:2]1[CH:3]=[C:4]([NH:10][C:11]2[CH:20]=[CH:19][C:14]([C:15](OC)=[O:16])=[CH:13][N:12]=2)[C:5](=[O:9])[N:6]([CH3:8])[N:7]=1.CC(C[AlH]CC(C)C)C.